From a dataset of Full USPTO retrosynthesis dataset with 1.9M reactions from patents (1976-2016). Predict the reactants needed to synthesize the given product. (1) Given the product [Cl:1][C:2]1[CH:3]=[C:4]([CH:5]2[C:19]([C:20]([O:22][CH2:23][CH3:24])=[O:21])=[C:18]([C:17]([F:16])([F:26])[F:27])[NH:10][C:11]3=[N:12][NH:13][CH:14]=[C:15]23)[CH:7]=[CH:8][CH:9]=1, predict the reactants needed to synthesize it. The reactants are: [Cl:1][C:2]1[CH:3]=[C:4]([CH:7]=[CH:8][CH:9]=1)[CH:5]=O.[NH2:10][C:11]1[CH:15]=[CH:14][NH:13][N:12]=1.[F:16][C:17]([F:27])([F:26])[C:18](=O)[CH2:19][C:20]([O:22][CH2:23][CH3:24])=[O:21]. (2) Given the product [CH3:1][N:2]([CH3:12])[C:3]1[CH:8]=[CH:7][C:6]([C:32]2[C:30]3[C:29](=[N:28][N:27]([C:19]4[CH:20]=[C:21]([C:23]([CH3:26])([CH3:25])[CH3:24])[CH:22]=[C:17]([C:13]([CH3:16])([CH3:15])[CH3:14])[C:18]=4[OH:38])[N:31]=3)[C:35]([C:6]3[CH:7]=[CH:8][C:3]([N:2]([CH3:12])[CH3:1])=[CH:4][CH:5]=3)=[CH:34][CH:33]=2)=[CH:5][CH:4]=1, predict the reactants needed to synthesize it. The reactants are: [CH3:1][N:2]([CH3:12])[C:3]1[CH:8]=[CH:7][C:6](B(O)O)=[CH:5][CH:4]=1.[C:13]([C:17]1[CH:22]=[C:21]([C:23]([CH3:26])([CH3:25])[CH3:24])[CH:20]=[C:19]([N:27]2[N:31]=[C:30]3[C:32](Br)=[CH:33][CH:34]=[C:35](Br)[C:29]3=[N:28]2)[C:18]=1[OH:38])([CH3:16])([CH3:15])[CH3:14]. (3) The reactants are: Cl.C(N=C=N[CH2:7][CH2:8][CH2:9][N:10]([CH3:12])[CH3:11])C.[CH2:13]([N:15](CC)CC)[CH3:14].[CH:20]([C:22]1[NH:26][C:25]([CH3:27])=[C:24]([C:28]([OH:30])=O)[C:23]=1[CH3:31])=[O:21].ON1[C:37]2C=CC=C[C:36]=2N=N1.[CH3:42][N:43]([CH:45]=[O:46])C. Given the product [CH3:12][N:10]([CH3:11])[C:9]1[CH:8]=[CH:7][C:42]([NH:43][C:45](=[O:46])[CH:13]([NH:15][C:28]([C:24]2[C:23]([CH3:31])=[C:22]([CH:20]=[O:21])[NH:26][C:25]=2[CH3:27])=[O:30])[CH3:14])=[CH:37][CH:36]=1, predict the reactants needed to synthesize it.